Dataset: Reaction yield outcomes from USPTO patents with 853,638 reactions. Task: Predict the reaction yield, written as a fraction of the theoretical maximum amount of product (1.0 means a 100% yield; for example, 0.34 means a 34% yield). The reactants are C([O:3][C:4](=[O:25])[C:5]1[CH:10]=[CH:9][C:8]([O:11][CH2:12][CH2:13][CH2:14][N:15]2[CH2:20][CH2:19][N:18]([CH:21]3[CH2:23][CH2:22]3)[CH2:17][CH2:16]2)=[C:7]([F:24])[CH:6]=1)C.[OH-].[Na+]. The catalyst is O1CCOCC1. The product is [CH:21]1([N:18]2[CH2:17][CH2:16][N:15]([CH2:14][CH2:13][CH2:12][O:11][C:8]3[CH:9]=[CH:10][C:5]([C:4]([OH:25])=[O:3])=[CH:6][C:7]=3[F:24])[CH2:20][CH2:19]2)[CH2:23][CH2:22]1. The yield is 1.00.